From a dataset of Reaction yield outcomes from USPTO patents with 853,638 reactions. Predict the reaction yield, written as a fraction of the theoretical maximum amount of product (1.0 means a 100% yield; for example, 0.34 means a 34% yield). (1) The reactants are [Si]([O:8][CH2:9][C:10]1([CH3:39])[S:16][CH2:15][CH2:14][N:13]2[C:17]([C:20]3([C:23]4[CH:28]=[CH:27][C:26]([C:29]5[C:34]([C:35]([F:38])([F:37])[F:36])=[CH:33][CH:32]=[CH:31][N:30]=5)=[CH:25][CH:24]=4)[CH2:22][CH2:21]3)=[N:18][N:19]=[C:12]2[CH2:11]1)(C(C)(C)C)(C)C.Cl. The catalyst is CO. The product is [CH3:39][C:10]1([CH2:9][OH:8])[S:16][CH2:15][CH2:14][N:13]2[C:17]([C:20]3([C:23]4[CH:28]=[CH:27][C:26]([C:29]5[C:34]([C:35]([F:38])([F:37])[F:36])=[CH:33][CH:32]=[CH:31][N:30]=5)=[CH:25][CH:24]=4)[CH2:21][CH2:22]3)=[N:18][N:19]=[C:12]2[CH2:11]1. The yield is 0.650. (2) The reactants are [CH2:1]([C@H:3]1[O:5][CH2:4]1)Cl.C1(C)C=CC=CC=1.[C:13]1([OH:19])[CH:18]=[CH:17][CH:16]=[CH:15][CH:14]=1.[OH-].[Na+]. The catalyst is [Cl-].C([N+](C)(C)C)C1C=CC=CC=1.O. The product is [CH2:1]([O:19][C:13]1[CH:18]=[CH:17][CH:16]=[CH:15][CH:14]=1)[C@@H:3]1[O:5][CH2:4]1. The yield is 0.830.